This data is from Forward reaction prediction with 1.9M reactions from USPTO patents (1976-2016). The task is: Predict the product of the given reaction. Given the reactants [NH2:1][C:2]1[CH:7]=[CH:6][C:5]([SH:8])=[CH:4][CH:3]=1.Br[CH2:10][CH2:11][CH2:12][C:13]([O:15][CH2:16][CH3:17])=[O:14], predict the reaction product. The product is: [NH2:1][C:2]1[CH:7]=[CH:6][C:5]([S:8][CH2:10][CH2:11][CH2:12][C:13]([O:15][CH2:16][CH3:17])=[O:14])=[CH:4][CH:3]=1.